From a dataset of Full USPTO retrosynthesis dataset with 1.9M reactions from patents (1976-2016). Predict the reactants needed to synthesize the given product. (1) Given the product [CH3:25][C:15]1[CH:20]=[CH:19][C:18]([S:21]([O:7][CH2:1][CH2:2][CH2:3][CH2:4][CH:5]=[CH2:6])(=[O:23])=[O:22])=[CH:17][CH:16]=1, predict the reactants needed to synthesize it. The reactants are: [CH2:1]([OH:7])[CH2:2][CH2:3][CH2:4][CH:5]=[CH2:6].C(N(CC)CC)C.[C:15]1([CH3:25])[CH:20]=[CH:19][C:18]([S:21](Cl)(=[O:23])=[O:22])=[CH:17][CH:16]=1. (2) The reactants are: FC(F)(F)C(O)=O.[S:8]1[C:12]2[CH:13]=[C:14]([C:17]([NH:19][NH2:20])=[O:18])[CH:15]=[CH:16][C:11]=2[N:10]=[CH:9]1.[C:21](=S)=[S:22].C(N(CC)CC)C. Given the product [S:8]1[C:12]2[CH:13]=[C:14]([C:17]3[O:18][C:21]([SH:22])=[N:20][N:19]=3)[CH:15]=[CH:16][C:11]=2[N:10]=[CH:9]1, predict the reactants needed to synthesize it. (3) Given the product [CH3:1][C:2]1([CH3:21])[CH2:7][CH2:6][CH:5]([NH:8][C:9]([C:11]2[CH:20]=[N+:19]([O-:30])[C:18]3[CH2:17][CH2:16][CH2:15][CH2:14][C:13]=3[N:12]=2)=[O:10])[CH2:4][CH2:3]1, predict the reactants needed to synthesize it. The reactants are: [CH3:1][C:2]1([CH3:21])[CH2:7][CH2:6][CH:5]([NH:8][C:9]([C:11]2[CH:20]=[N:19][C:18]3[CH2:17][CH2:16][CH2:15][CH2:14][C:13]=3[N:12]=2)=[O:10])[CH2:4][CH2:3]1.C1C=C(Cl)C=C(C(OO)=[O:30])C=1. (4) Given the product [F:13][CH:12]([F:14])[C:5]1[C:4]([C:15]([O:17][CH3:18])=[O:16])=[C:3]([CH:19]2[CH2:22][CH2:21][CH2:20]2)[C:2]([N:1]2[CH:25]=[CH:29][CH:28]=[CH:27]2)=[C:7]([C:8]([F:10])([F:11])[F:9])[N:6]=1, predict the reactants needed to synthesize it. The reactants are: [NH2:1][C:2]1[C:3]([CH:19]2[CH2:22][CH2:21][CH2:20]2)=[C:4]([C:15]([O:17][CH3:18])=[O:16])[C:5]([CH:12]([F:14])[F:13])=[N:6][C:7]=1[C:8]([F:11])([F:10])[F:9].CO[CH:25]1[CH2:29][CH2:28][CH:27](OC)O1. (5) The reactants are: Br[CH:2]=[CH:3][CH2:4][CH2:5][CH2:6][CH2:7][CH2:8][CH2:9][CH2:10][CH2:11][CH2:12][CH2:13][CH2:14][CH2:15][CH2:16][CH2:17][CH3:18].Br[CH2:20][CH2:21][CH2:22][CH:23]=[CH2:24].BrCCCCCCCCCCCCBr. Given the product [CH2:2]=[CH:3][CH2:4][CH2:5][CH2:6][CH2:7][CH2:8][CH2:9][CH2:10][CH2:11][CH2:12][CH2:13][CH2:14][CH2:15][CH2:16][CH2:17][CH2:18][CH2:24][CH2:23][CH2:22][CH:21]=[CH2:20], predict the reactants needed to synthesize it. (6) Given the product [C:1]([O:5][C:6]([N:8]1[C:16]2[C:11](=[CH:12][CH:13]=[C:14]([CH2:17][N:33]3[CH2:38][CH2:37][CH2:36][CH2:35][CH2:34]3)[CH:15]=2)[CH:10]=[C:9]1[C:19]1[CH:24]=[C:23]([C:25]2[CH:30]=[CH:29][N:28]=[CH:27][CH:26]=2)[N:22]=[N:21][C:20]=1[O:31][CH3:32])=[O:7])([CH3:4])([CH3:2])[CH3:3], predict the reactants needed to synthesize it. The reactants are: [C:1]([O:5][C:6]([N:8]1[C:16]2[C:11](=[CH:12][CH:13]=[C:14]([CH:17]=O)[CH:15]=2)[CH:10]=[C:9]1[C:19]1[CH:24]=[C:23]([C:25]2[CH:30]=[CH:29][N:28]=[CH:27][CH:26]=2)[N:22]=[N:21][C:20]=1[O:31][CH3:32])=[O:7])([CH3:4])([CH3:3])[CH3:2].[NH:33]1[CH2:38][CH2:37][CH2:36][CH2:35][CH2:34]1.C(O[BH-](OC(=O)C)OC(=O)C)(=O)C.[Na+].C([O-])(O)=O.[Na+].C(=O)=O. (7) Given the product [CH3:12][O:11][C:9]1[CH:8]=[CH:7][C:3]([C:4]([OH:6])=[O:5])=[C:2]([NH:1][CH2:20][CH2:19][C:18]([F:23])([F:22])[F:17])[CH:10]=1, predict the reactants needed to synthesize it. The reactants are: [NH2:1][C:2]1[CH:10]=[C:9]([O:11][CH3:12])[CH:8]=[CH:7][C:3]=1[C:4]([OH:6])=[O:5].ClCCCl.[F:17][C:18]([F:23])([F:22])[CH2:19][CH:20]=O.C(O[BH-](OC(=O)C)OC(=O)C)(=O)C.[Na+].